From a dataset of Full USPTO retrosynthesis dataset with 1.9M reactions from patents (1976-2016). Predict the reactants needed to synthesize the given product. (1) Given the product [CH2:1]([O:8][C:9]1[C:10](=[O:31])[CH:11]=[C:12]([C:29]([OH:33])=[O:30])[N:13]2[CH2:18][CH2:17][N:16]([CH2:19][C:20]3[CH:25]=[CH:24][C:23]([Cl:26])=[C:22]([Cl:27])[CH:21]=3)[C:15](=[O:28])[C:14]=12)[C:2]1[CH:7]=[CH:6][CH:5]=[CH:4][CH:3]=1, predict the reactants needed to synthesize it. The reactants are: [CH2:1]([O:8][C:9]1[C:10](=[O:31])[CH:11]=[C:12]([CH2:29][OH:30])[N:13]2[CH2:18][CH2:17][N:16]([CH2:19][C:20]3[CH:25]=[CH:24][C:23]([Cl:26])=[C:22]([Cl:27])[CH:21]=3)[C:15](=[O:28])[C:14]=12)[C:2]1[CH:7]=[CH:6][CH:5]=[CH:4][CH:3]=1.C(=O)([O-])[OH:33].[Na+].[Br-].[K+].CC1(C)N([O])C(C)(C)CCC1.Cl[O-].[Na+].S([O-])(O)(=O)=O.[K+]. (2) Given the product [C:1]([C:5]1[CH:6]=[CH:7][C:8]([S:11][C:13]2[CH:18]=[CH:17][C:16]([N+:19]([O-:21])=[O:20])=[CH:15][CH:14]=2)=[CH:9][CH:10]=1)([CH3:4])([CH3:2])[CH3:3], predict the reactants needed to synthesize it. The reactants are: [C:1]([C:5]1[CH:10]=[CH:9][C:8]([SH:11])=[CH:7][CH:6]=1)([CH3:4])([CH3:3])[CH3:2].F[C:13]1[CH:18]=[CH:17][C:16]([N+:19]([O-:21])=[O:20])=[CH:15][CH:14]=1.C(=O)([O-])[O-].[K+].[K+]. (3) Given the product [Br:1][C:2]1[CH:10]=[CH:9][C:5]([C:6]([O:8][CH3:12])=[O:7])=[C:4]([F:11])[CH:3]=1, predict the reactants needed to synthesize it. The reactants are: [Br:1][C:2]1[CH:10]=[CH:9][C:5]([C:6]([OH:8])=[O:7])=[C:4]([F:11])[CH:3]=1.[CH3:12]O.S(=O)(=O)(O)O. (4) Given the product [C:31]([O:35][C:36](=[O:48])[CH2:37][O:38][C:39]1[CH:44]=[CH:43][C:42]([Cl:45])=[CH:41][C:40]=1[C:46]#[C:47][C:52]1[CH:53]=[C:54]([S:56]([CH3:59])(=[O:57])=[O:58])[CH:55]=[CH:50][C:51]=1[CH:60]([CH3:62])[CH3:61])([CH3:34])([CH3:33])[CH3:32], predict the reactants needed to synthesize it. The reactants are: C(OC(=O)COC1C=CC(C#N)=CC=1C#CC1C=C(S(C)(=O)=O)C=CC=1F)(C)(C)C.[C:31]([O:35][C:36](=[O:48])[CH2:37][O:38][C:39]1[CH:44]=[CH:43][C:42]([Cl:45])=[CH:41][C:40]=1[C:46]#[CH:47])([CH3:34])([CH3:33])[CH3:32].I[C:50]1[CH:55]=[C:54]([S:56]([CH3:59])(=[O:58])=[O:57])[CH:53]=[CH:52][C:51]=1[CH:60]([CH3:62])[CH3:61]. (5) Given the product [N:14]1[CH:13]=[CH:12][C:11]([C:9]2[NH:8][C:7]3[CH:17]=[CH:18][C:4]([NH2:1])=[CH:5][C:6]=3[N:10]=2)=[CH:16][CH:15]=1, predict the reactants needed to synthesize it. The reactants are: [N+:1]([C:4]1[CH:18]=[CH:17][C:7]2[NH:8][C:9]([C:11]3[CH:16]=[CH:15][N:14]=[CH:13][CH:12]=3)=[N:10][C:6]=2[CH:5]=1)([O-])=O.NC1C=CC2OC(C3C=CN=CC=3)=NC=2C=1. (6) Given the product [Cl:18][C:19]1[CH:20]=[CH:21][C:22]([C:25]2[O:26][CH:27]=[C:28]([C:30]([CH3:34])([CH3:33])[CH2:31][NH:32][CH2:11][C:10]3[CH:13]=[CH:14][CH:15]=[C:8]([C:5]4[N:4]=[C:3]([C:2]([F:17])([F:16])[F:1])[O:7][N:6]=4)[CH:9]=3)[N:29]=2)=[CH:23][CH:24]=1.[ClH:35].[Cl:18][C:19]1[CH:20]=[CH:21][C:22]([C:25]2[O:26][CH:27]=[C:28]([C:30]([CH3:34])([CH3:33])[CH2:31][NH:32][CH2:11][C:10]3[CH:13]=[CH:14][CH:15]=[C:8]([C:5]4[N:4]=[C:3]([C:2]([F:17])([F:16])[F:1])[O:7][N:6]=4)[CH:9]=3)[N:29]=2)=[CH:23][CH:24]=1, predict the reactants needed to synthesize it. The reactants are: [F:1][C:2]([F:17])([F:16])[C:3]1[O:7][N:6]=[C:5]([C:8]2[CH:9]=[C:10]([CH:13]=[CH:14][CH:15]=2)[CH:11]=O)[N:4]=1.[Cl:18][C:19]1[CH:24]=[CH:23][C:22]([C:25]2[O:26][CH:27]=[C:28]([C:30]([CH3:34])([CH3:33])[CH2:31][NH2:32])[N:29]=2)=[CH:21][CH:20]=1.[ClH:35].